Task: Regression. Given two drug SMILES strings and cell line genomic features, predict the synergy score measuring deviation from expected non-interaction effect.. Dataset: NCI-60 drug combinations with 297,098 pairs across 59 cell lines (1) Drug 1: C1CC(C1)(C(=O)O)C(=O)O.[NH2-].[NH2-].[Pt+2]. Drug 2: CC(C)NC(=O)C1=CC=C(C=C1)CNNC.Cl. Cell line: MDA-MB-231. Synergy scores: CSS=5.05, Synergy_ZIP=-2.83, Synergy_Bliss=1.90, Synergy_Loewe=-1.46, Synergy_HSA=1.50. (2) Drug 1: CC1=C(C(CCC1)(C)C)C=CC(=CC=CC(=CC(=O)O)C)C. Drug 2: CC1=C(C=C(C=C1)C(=O)NC2=CC(=CC(=C2)C(F)(F)F)N3C=C(N=C3)C)NC4=NC=CC(=N4)C5=CN=CC=C5. Cell line: HCC-2998. Synergy scores: CSS=5.98, Synergy_ZIP=-2.30, Synergy_Bliss=-0.396, Synergy_Loewe=-1.55, Synergy_HSA=-1.29. (3) Drug 1: C1=NC2=C(N=C(N=C2N1C3C(C(C(O3)CO)O)O)F)N. Drug 2: C1CN1C2=NC(=NC(=N2)N3CC3)N4CC4. Cell line: UACC-257. Synergy scores: CSS=13.8, Synergy_ZIP=-3.49, Synergy_Bliss=0.216, Synergy_Loewe=-6.60, Synergy_HSA=-0.169. (4) Drug 1: C(=O)(N)NO. Drug 2: CN(CCCl)CCCl.Cl. Cell line: SN12C. Synergy scores: CSS=20.7, Synergy_ZIP=-9.44, Synergy_Bliss=-1.27, Synergy_Loewe=-22.1, Synergy_HSA=-3.13.